Task: Predict the product of the given reaction.. Dataset: Forward reaction prediction with 1.9M reactions from USPTO patents (1976-2016) (1) The product is: [Br:9][C:6]1[CH:5]=[N:4][CH:3]=[C:2]([C:7]=1[CH3:8])[C:11]#[N:12]. Given the reactants Br[C:2]1[CH:3]=[N:4][CH:5]=[C:6]([Br:9])[C:7]=1[CH3:8].[Cu](C#N)[C:11]#[N:12], predict the reaction product. (2) Given the reactants [CH:1]1([N:4]([C:12]2[N:17]3[N:18]=[CH:19][CH:20]=[C:16]3[N:15]=[C:14](SC)[N:13]=2)[C:5](=[O:11])[O:6][C:7]([CH3:10])([CH3:9])[CH3:8])[CH2:3][CH2:2]1.[F:23][C:24]([F:36])([F:35])[O:25][C:26]1[CH:27]=[C:28](B(O)O)[CH:29]=[CH:30][CH:31]=1.O1C=CC=C1P(C1OC=CC=1)C1OC=CC=1, predict the reaction product. The product is: [CH:1]1([N:4]([C:12]2[N:17]3[N:18]=[CH:19][CH:20]=[C:16]3[N:15]=[C:14]([C:28]3[CH:29]=[CH:30][CH:31]=[C:26]([O:25][C:24]([F:23])([F:35])[F:36])[CH:27]=3)[N:13]=2)[C:5](=[O:11])[O:6][C:7]([CH3:10])([CH3:9])[CH3:8])[CH2:3][CH2:2]1.